The task is: Regression. Given two drug SMILES strings and cell line genomic features, predict the synergy score measuring deviation from expected non-interaction effect.. This data is from NCI-60 drug combinations with 297,098 pairs across 59 cell lines. (1) Drug 1: CC1=C(N=C(N=C1N)C(CC(=O)N)NCC(C(=O)N)N)C(=O)NC(C(C2=CN=CN2)OC3C(C(C(C(O3)CO)O)O)OC4C(C(C(C(O4)CO)O)OC(=O)N)O)C(=O)NC(C)C(C(C)C(=O)NC(C(C)O)C(=O)NCCC5=NC(=CS5)C6=NC(=CS6)C(=O)NCCC[S+](C)C)O. Drug 2: CC1C(C(CC(O1)OC2CC(CC3=C2C(=C4C(=C3O)C(=O)C5=CC=CC=C5C4=O)O)(C(=O)C)O)N)O. Cell line: RXF 393. Synergy scores: CSS=62.6, Synergy_ZIP=0.233, Synergy_Bliss=5.52, Synergy_Loewe=3.75, Synergy_HSA=9.25. (2) Drug 1: C1=CN(C(=O)N=C1N)C2C(C(C(O2)CO)O)O.Cl. Drug 2: C(CCl)NC(=O)N(CCCl)N=O. Cell line: HT29. Synergy scores: CSS=18.6, Synergy_ZIP=-5.11, Synergy_Bliss=3.46, Synergy_Loewe=-22.8, Synergy_HSA=1.81. (3) Drug 1: C1=CN(C(=O)N=C1N)C2C(C(C(O2)CO)O)O.Cl. Drug 2: C1=NC2=C(N=C(N=C2N1C3C(C(C(O3)CO)O)F)Cl)N. Cell line: HS 578T. Synergy scores: CSS=21.4, Synergy_ZIP=-10.1, Synergy_Bliss=-3.35, Synergy_Loewe=-0.0971, Synergy_HSA=0.245. (4) Drug 1: C1C(C(OC1N2C=C(C(=O)NC2=O)F)CO)O. Drug 2: CC1C(C(CC(O1)OC2CC(OC(C2O)C)OC3=CC4=CC5=C(C(=O)C(C(C5)C(C(=O)C(C(C)O)O)OC)OC6CC(C(C(O6)C)O)OC7CC(C(C(O7)C)O)OC8CC(C(C(O8)C)O)(C)O)C(=C4C(=C3C)O)O)O)O. Cell line: SNB-19. Synergy scores: CSS=22.1, Synergy_ZIP=-5.88, Synergy_Bliss=-0.418, Synergy_Loewe=-9.23, Synergy_HSA=-0.374. (5) Drug 1: CC1=C(C(CCC1)(C)C)C=CC(=CC=CC(=CC(=O)O)C)C. Drug 2: CC1CCC2CC(C(=CC=CC=CC(CC(C(=O)C(C(C(=CC(C(=O)CC(OC(=O)C3CCCCN3C(=O)C(=O)C1(O2)O)C(C)CC4CCC(C(C4)OC)OCCO)C)C)O)OC)C)C)C)OC. Cell line: SNB-19. Synergy scores: CSS=-1.51, Synergy_ZIP=2.97, Synergy_Bliss=5.66, Synergy_Loewe=-6.26, Synergy_HSA=-3.03. (6) Drug 2: CCCCCOC(=O)NC1=NC(=O)N(C=C1F)C2C(C(C(O2)C)O)O. Drug 1: C1C(C(OC1N2C=NC3=C(N=C(N=C32)Cl)N)CO)O. Synergy scores: CSS=7.21, Synergy_ZIP=-1.02, Synergy_Bliss=1.21, Synergy_Loewe=1.34, Synergy_HSA=2.16. Cell line: MDA-MB-435. (7) Drug 1: CS(=O)(=O)C1=CC(=C(C=C1)C(=O)NC2=CC(=C(C=C2)Cl)C3=CC=CC=N3)Cl. Drug 2: C1CC(=O)NC(=O)C1N2CC3=C(C2=O)C=CC=C3N. Cell line: HT29. Synergy scores: CSS=1.61, Synergy_ZIP=-2.57, Synergy_Bliss=-2.64, Synergy_Loewe=-5.91, Synergy_HSA=-4.69. (8) Drug 2: CC1C(C(CC(O1)OC2CC(CC3=C2C(=C4C(=C3O)C(=O)C5=C(C4=O)C(=CC=C5)OC)O)(C(=O)C)O)N)O.Cl. Drug 1: CC12CCC(CC1=CCC3C2CCC4(C3CC=C4C5=CN=CC=C5)C)O. Synergy scores: CSS=47.8, Synergy_ZIP=3.63, Synergy_Bliss=1.63, Synergy_Loewe=0.752, Synergy_HSA=4.20. Cell line: CAKI-1. (9) Drug 1: C1CN1C2=NC(=NC(=N2)N3CC3)N4CC4. Drug 2: C(CC(=O)O)C(=O)CN.Cl. Cell line: SK-MEL-28. Synergy scores: CSS=15.4, Synergy_ZIP=-5.31, Synergy_Bliss=-4.18, Synergy_Loewe=-17.0, Synergy_HSA=-1.05.